Dataset: Forward reaction prediction with 1.9M reactions from USPTO patents (1976-2016). Task: Predict the product of the given reaction. (1) Given the reactants [F:1][C:2]1([F:25])[CH2:7][CH2:6][C:5]([CH2:9][NH:10][C:11]([C:13]2[C:14]3[CH:15]=[CH:16][C:17](Cl)=[N:18][C:19]=3[CH:20]=[CH:21][C:22]=2[Cl:23])=[O:12])(O)[CH2:4][CH2:3]1.CC[N:28]([CH:32]([CH3:34])C)[CH:29]([CH3:31])C.[OH:35][CH2:36][CH2:37]C1CCNC1, predict the reaction product. The product is: [F:1][C:2]1([F:25])[CH2:7][CH2:6][CH:5]([CH2:9][NH:10][C:11]([C:13]2[C:14]3[CH:15]=[CH:16][C:17]([N:28]4[CH2:29][CH2:31][CH:34]([CH:36]([OH:35])[CH3:37])[CH2:32]4)=[N:18][C:19]=3[CH:20]=[CH:21][C:22]=2[Cl:23])=[O:12])[CH2:4][CH2:3]1. (2) Given the reactants [NH2:1][C:2]1[C:3]([NH2:12])=[N:4][CH:5]=[C:6]([CH:11]=1)[C:7]([O:9][CH3:10])=[O:8].[CH2:13](OC(OCC)OCC)C, predict the reaction product. The product is: [N:1]1[C:2]2[C:3](=[N:4][CH:5]=[C:6]([C:7]([O:9][CH3:10])=[O:8])[CH:11]=2)[NH:12][CH:13]=1. (3) Given the reactants [Na+].[Cl:2][C:3]1[CH:4]=[CH:5][C:6]([O:23][CH3:24])=[C:7]([CH:22]=1)[NH:8][CH2:9][C:10]([S:12][C:13]1[N:21]=[CH:20][CH:19]=[CH:18][C:14]=1[C:15]([O-:17])=[O:16])=[O:11].Cl, predict the reaction product. The product is: [Cl:2][C:3]1[CH:4]=[CH:5][C:6]([O:23][CH3:24])=[C:7]([CH:22]=1)[NH:8][CH2:9][C:10]([S:12][C:13]1[N:21]=[CH:20][CH:19]=[CH:18][C:14]=1[C:15]([OH:17])=[O:16])=[O:11]. (4) Given the reactants [CH2:1]([O:8][C:9]1[CH:14]=[C:13]([O:15][CH2:16][C:17]2[CH:22]=[CH:21][CH:20]=[CH:19][CH:18]=2)[C:12]([CH:23]([CH3:25])[CH3:24])=[CH:11][C:10]=1[C:26]1[O:30][N:29]=[C:28]([C:31]([NH:33][CH2:34][CH3:35])=[O:32])[C:27]=1[C:36](=[N:38][OH:39])[NH2:37])[C:2]1[CH:7]=[CH:6][CH:5]=[CH:4][CH:3]=1.[S:40]1[CH:44]=[CH:43][CH:42]=[C:41]1[C:45](Cl)=O, predict the reaction product. The product is: [CH2:1]([O:8][C:9]1[CH:14]=[C:13]([O:15][CH2:16][C:17]2[CH:22]=[CH:21][CH:20]=[CH:19][CH:18]=2)[C:12]([CH:23]([CH3:25])[CH3:24])=[CH:11][C:10]=1[C:26]1[O:30][N:29]=[C:28]([C:31]([NH:33][CH2:34][CH3:35])=[O:32])[C:27]=1[C:36]1[N:37]=[C:45]([C:41]2[S:40][CH:44]=[CH:43][CH:42]=2)[O:39][N:38]=1)[C:2]1[CH:7]=[CH:6][CH:5]=[CH:4][CH:3]=1. (5) Given the reactants [CH3:1][O:2][C:3]1[C:11]2[O:10][C:9]([CH3:13])([CH3:12])[CH2:8][C:7]=2[C:6]([CH3:14])=[C:5]([N:15]2[CH2:20][CH2:19][NH:18][CH2:17][CH2:16]2)[C:4]=1[CH3:21].Br[C:23]1[CH:28]=[CH:27][C:26]([O:29][CH2:30][CH3:31])=[CH:25][CH:24]=1, predict the reaction product. The product is: [CH2:30]([O:29][C:26]1[CH:27]=[CH:28][C:23]([N:18]2[CH2:19][CH2:20][N:15]([C:5]3[C:4]([CH3:21])=[C:3]([O:2][CH3:1])[C:11]4[O:10][C:9]([CH3:13])([CH3:12])[CH2:8][C:7]=4[C:6]=3[CH3:14])[CH2:16][CH2:17]2)=[CH:24][CH:25]=1)[CH3:31].